Dataset: Full USPTO retrosynthesis dataset with 1.9M reactions from patents (1976-2016). Task: Predict the reactants needed to synthesize the given product. (1) Given the product [CH:15]([C:11]1[CH:10]=[CH:9][C:8]([NH:7][C:2]2[S:3][CH:4]=[CH:5][N:6]=2)=[CH:13][C:12]=1[OH:14])([CH3:17])[CH3:16], predict the reactants needed to synthesize it. The reactants are: Br[C:2]1[S:3][CH:4]=[CH:5][N:6]=1.[NH2:7][C:8]1[CH:9]=[CH:10][C:11]([CH:15]([CH3:17])[CH3:16])=[C:12]([OH:14])[CH:13]=1.Cl. (2) Given the product [NH2:1][C:4]1[CH:17]=[CH:16][C:15]2[C:14]3[C:9](=[CH:10][CH:11]=[CH:12][CH:13]=3)[CH:8]=[CH:7][C:6]=2[CH:5]=1, predict the reactants needed to synthesize it. The reactants are: [N+:1]([C:4]1[CH:17]=[CH:16][C:15]2[C:14]3[C:9](=[CH:10][CH:11]=[CH:12][CH:13]=3)[CH:8]=[CH:7][C:6]=2[CH:5]=1)([O-])=O.C(O)C.O.NN. (3) Given the product [F:16][C:4]1[C:5]([N:11]2[N:15]=[CH:14][CH:13]=[N:12]2)=[C:6]([CH:10]=[CH:2][CH:3]=1)[C:7]([OH:9])=[O:8], predict the reactants needed to synthesize it. The reactants are: C[C:2]1[CH:3]=[CH:4][C:5]([N:11]2[N:15]=[CH:14][CH:13]=[N:12]2)=[C:6]([CH:10]=1)[C:7]([OH:9])=[O:8].[F:16]C1C(I)=C(C=CC=1)C(O)=O.N1C=CN=N1. (4) Given the product [NH2:7][C:8]1[C:13]([CH2:14][OH:15])=[CH:12][CH:11]=[CH:10][N:9]=1, predict the reactants needed to synthesize it. The reactants are: [H-].[Al+3].[Li+].[H-].[H-].[H-].[NH2:7][C:8]1[C:13]([C:14](O)=[O:15])=[CH:12][CH:11]=[CH:10][N:9]=1.O.[Na]. (5) Given the product [NH2:1][C:4]1[CH:5]=[N:6][CH:7]=[CH:8][C:9]=1[C:10]1[O:15][C@H:14]([C:16]#[N:17])[C@@H:13]([O:18][Si:19]([CH:23]([CH3:24])[CH3:25])([CH:20]([CH3:21])[CH3:22])[CH:26]([CH3:27])[CH3:28])[C@H:12]([O:29][Si:30]([CH:37]([CH3:39])[CH3:38])([CH:31]([CH3:33])[CH3:32])[CH:34]([CH3:36])[CH3:35])[CH:11]=1, predict the reactants needed to synthesize it. The reactants are: [N+:1]([C:4]1[CH:5]=[N:6][CH:7]=[CH:8][C:9]=1[C:10]1[O:15][C@H:14]([C:16]#[N:17])[C@@H:13]([O:18][Si:19]([CH:26]([CH3:28])[CH3:27])([CH:23]([CH3:25])[CH3:24])[CH:20]([CH3:22])[CH3:21])[C@H:12]([O:29][Si:30]([CH:37]([CH3:39])[CH3:38])([CH:34]([CH3:36])[CH3:35])[CH:31]([CH3:33])[CH3:32])[CH:11]=1)([O-])=O. (6) Given the product [CH3:37][O:38][CH2:39][CH2:40][NH:41][C:9]([C:11]1[CH:12]=[C:13]2[C:17](=[CH:18][CH:19]=1)[NH:16][C:15](=[O:20])[C:14]2=[N:21][NH:22][C:23]1[CH:28]=[CH:27][C:26]([S:29](=[O:31])(=[O:32])[NH2:30])=[CH:25][CH:24]=1)=[O:10], predict the reactants needed to synthesize it. The reactants are: FC1C(O[C:9]([C:11]2[CH:12]=[C:13]3[C:17](=[CH:18][CH:19]=2)[NH:16][C:15](=[O:20])[C:14]3=[N:21][NH:22][C:23]2[CH:28]=[CH:27][C:26]([S:29](=[O:32])(=[O:31])[NH2:30])=[CH:25][CH:24]=2)=[O:10])=C(F)C(F)=C(F)C=1F.[CH3:37][O:38][CH2:39][CH2:40][NH2:41].